This data is from Full USPTO retrosynthesis dataset with 1.9M reactions from patents (1976-2016). The task is: Predict the reactants needed to synthesize the given product. (1) Given the product [CH2:1]([N:8]1[C:16]2[C:11](=[CH:12][C:13]([C:22]3[CH:23]=[C:24]([C:26]([F:29])([F:27])[F:28])[CH:25]=[C:20]([C:19]([F:18])([F:34])[F:33])[CH:21]=3)=[CH:14][CH:15]=2)[CH:10]=[CH:9]1)[C:2]1[CH:7]=[CH:6][CH:5]=[CH:4][CH:3]=1, predict the reactants needed to synthesize it. The reactants are: [CH2:1]([N:8]1[C:16]2[C:11](=[CH:12][C:13](Br)=[CH:14][CH:15]=2)[CH:10]=[CH:9]1)[C:2]1[CH:7]=[CH:6][CH:5]=[CH:4][CH:3]=1.[F:18][C:19]([F:34])([F:33])[C:20]1[CH:21]=[C:22](B(O)O)[CH:23]=[C:24]([C:26]([F:29])([F:28])[F:27])[CH:25]=1.ClCCl.C(=O)([O-])[O-].[K+].[K+]. (2) Given the product [CH2:1]([NH:9][CH:10]([CH:16]1[CH2:17][CH2:18][O:19][CH2:20][CH2:21]1)[C:11]([O:13][CH2:14][CH3:15])=[O:12])[C:2]1[CH:7]=[CH:6][CH:5]=[CH:4][CH:3]=1, predict the reactants needed to synthesize it. The reactants are: [CH2:1](Br)[C:2]1[CH:7]=[CH:6][CH:5]=[CH:4][CH:3]=1.[NH2:9][CH:10]([CH:16]1[CH2:21][CH2:20][O:19][CH2:18][CH2:17]1)[C:11]([O:13][CH2:14][CH3:15])=[O:12].C(=O)([O-])[O-].[K+].[K+].O. (3) Given the product [CH2:1]([O:3][C:4](=[O:18])[CH2:5][O:6][C:7]1[CH:12]=[C:11]([CH3:19])[C:10]([S:13]([Cl:16])(=[O:14])=[O:15])=[CH:9][C:8]=1[CH3:17])[CH3:2], predict the reactants needed to synthesize it. The reactants are: [CH2:1]([O:3][C:4](=[O:18])[CH2:5][O:6][C:7]1[CH:12]=[CH:11][C:10]([S:13]([Cl:16])(=[O:15])=[O:14])=[CH:9][C:8]=1[CH3:17])[CH3:2].[CH2:19](OC(=O)COC1C=C(C)C=CC=1C)C. (4) Given the product [OH:28][C:22]1([C:18]2[CH:19]=[CH:20][CH:21]=[C:16]([O:15][CH3:14])[CH:17]=2)[CH2:27][CH2:26][CH2:25][N:24]([C:6]([C:5]2[CH:9]=[CH:10][C:2]([CH3:1])=[C:3]([N+:11]([O-:13])=[O:12])[CH:4]=2)=[O:7])[CH2:23]1, predict the reactants needed to synthesize it. The reactants are: [CH3:1][C:2]1[CH:10]=[CH:9][C:5]([C:6](Cl)=[O:7])=[CH:4][C:3]=1[N+:11]([O-:13])=[O:12].[CH3:14][O:15][C:16]1[CH:17]=[C:18]([C:22]2([OH:28])[CH2:27][CH2:26][CH2:25][NH:24][CH2:23]2)[CH:19]=[CH:20][CH:21]=1. (5) Given the product [F:19][C:15]1[CH:14]=[C:13]2[C:18](=[CH:17][CH:16]=1)[N:10]([C:8]([C:4]1[N:5]=[CH:6][N:7]=[C:2]([N:33]3[CH2:32][CH2:31][C:24]4([O:23][C:22](=[O:36])[NH:21][C:26]5[N:27]=[CH:28][CH:29]=[CH:30][C:25]4=5)[CH2:35][CH2:34]3)[CH:3]=1)=[O:9])[CH2:11][CH2:12]2, predict the reactants needed to synthesize it. The reactants are: Cl[C:2]1[N:7]=[CH:6][N:5]=[C:4]([C:8]([N:10]2[C:18]3[C:13](=[CH:14][C:15]([F:19])=[CH:16][CH:17]=3)[CH2:12][CH2:11]2)=[O:9])[CH:3]=1.Cl.[NH:21]1[C:26]2[N:27]=[CH:28][CH:29]=[CH:30][C:25]=2[C:24]2([CH2:35][CH2:34][NH:33][CH2:32][CH2:31]2)[O:23][C:22]1=[O:36].CCN(C(C)C)C(C)C. (6) Given the product [N:7]1([CH2:13][CH2:14][CH2:15][C:16]2[C:24]3[CH2:23][CH2:22][CH2:21][CH2:20][C:19]=3[NH:18][CH:17]=2)[CH2:12][CH2:11][O:10][CH2:9][CH2:8]1, predict the reactants needed to synthesize it. The reactants are: [H-].[Al+3].[Li+].[H-].[H-].[H-].[N:7]1([C:13](=O)[CH2:14][CH2:15][C:16]2[C:24]3[CH2:23][CH2:22][CH2:21][CH2:20][C:19]=3[NH:18][CH:17]=2)[CH2:12][CH2:11][O:10][CH2:9][CH2:8]1. (7) Given the product [Cl:1][C:2]1[C:3]([N+:14]([O-:16])=[O:15])=[CH:4][C:5]([C:6]([O:8][CH2:29][CH2:28][CH:22]2[CH2:27][CH2:26][CH2:25][CH2:24][CH2:23]2)=[O:7])=[CH:9][C:10]=1[N+:11]([O-:13])=[O:12], predict the reactants needed to synthesize it. The reactants are: [Cl:1][C:2]1[C:10]([N+:11]([O-:13])=[O:12])=[CH:9][C:5]([C:6]([OH:8])=[O:7])=[CH:4][C:3]=1[N+:14]([O-:16])=[O:15].S(=O)(=O)(O)O.[CH:22]1([CH2:28][CH2:29]O)[CH2:27][CH2:26][CH2:25][CH2:24][CH2:23]1.S1(CCCC1)(=O)=O.